From a dataset of Reaction yield outcomes from USPTO patents with 853,638 reactions. Predict the reaction yield, written as a fraction of the theoretical maximum amount of product (1.0 means a 100% yield; for example, 0.34 means a 34% yield). (1) The reactants are F[C:2]1[CH:9]=[CH:8][C:5]([C:6]#[N:7])=[C:4]([O:10][CH3:11])[CH:3]=1.[N:12]1([C:17]2[CH2:22][CH2:21][C:20]([CH3:24])([CH3:23])[CH:19]([NH2:25])[CH:18]=2)[CH:16]=[CH:15][N:14]=[CH:13]1. The catalyst is CC(O)C. The product is [N:12]1([C:17]2[CH2:22][CH2:21][C:20]([CH3:23])([CH3:24])[CH:19]([NH:25][C:2]3[CH:9]=[CH:8][C:5]([C:6]#[N:7])=[C:4]([O:10][CH3:11])[CH:3]=3)[CH:18]=2)[CH:16]=[CH:15][N:14]=[CH:13]1. The yield is 0.160. (2) The reactants are C[O:2][C:3]([CH:5]1[N:10]([C:11](=[O:21])[CH:12]=[CH:13][C:14]2[CH:19]=[CH:18][CH:17]=[C:16]([Cl:20])[CH:15]=2)[CH2:9][CH2:8][N:7]([C:22]2[C:27]([C:28]#[N:29])=[N:26][CH:25]=[CH:24][N:23]=2)[CH2:6]1)=[O:4].[Li+].[OH-].Cl. The catalyst is C1COCC1.O. The product is [Cl:20][C:16]1[CH:15]=[C:14]([CH:13]=[CH:12][C:11]([N:10]2[CH2:9][CH2:8][N:7]([C:22]3[C:27]([C:28]#[N:29])=[N:26][CH:25]=[CH:24][N:23]=3)[CH2:6][CH:5]2[C:3]([OH:4])=[O:2])=[O:21])[CH:19]=[CH:18][CH:17]=1. The yield is 0.929.